Dataset: Full USPTO retrosynthesis dataset with 1.9M reactions from patents (1976-2016). Task: Predict the reactants needed to synthesize the given product. (1) Given the product [Cl:22][CH2:23][C:24]([NH:14][C:12]1[CH:11]=[CH:10][C:8]2[S:9][C:5]([C:3]([O:2][CH3:1])=[O:4])=[CH:6][C:7]=2[CH:13]=1)=[O:25], predict the reactants needed to synthesize it. The reactants are: [CH3:1][O:2][C:3]([C:5]1[S:9][C:8]2[CH:10]=[CH:11][C:12]([NH2:14])=[CH:13][C:7]=2[CH:6]=1)=[O:4].CN1CCOCC1.[Cl:22][CH2:23][C:24](Cl)=[O:25]. (2) Given the product [Cl:1][C:2]1[CH:3]=[C:4]([NH:9][C:10]2[C:19]3[C:14](=[CH:15][CH:16]=[C:17]([C:20]4[O:21][C:22]([CH2:25][NH:30][CH2:27][CH2:28][CH3:29])=[CH:23][CH:24]=4)[CH:18]=3)[N:13]=[CH:12][N:11]=2)[CH:5]=[CH:6][C:7]=1[F:8], predict the reactants needed to synthesize it. The reactants are: [Cl:1][C:2]1[CH:3]=[C:4]([NH:9][C:10]2[C:19]3[C:14](=[CH:15][CH:16]=[C:17]([C:20]4[O:21][C:22]([CH:25]=O)=[CH:23][CH:24]=4)[CH:18]=3)[N:13]=[CH:12][N:11]=2)[CH:5]=[CH:6][C:7]=1[F:8].[CH2:27]([NH2:30])[CH2:28][CH3:29].C(O[BH-](OC(=O)C)OC(=O)C)(=O)C.[Na+]. (3) The reactants are: [Cl:1][C:2]1[CH:7]=[CH:6][N:5]=[C:4]2[NH:8][N:9]=[C:10]([I:11])[C:3]=12.C([O-])([O-])=O.[K+].[K+].[CH3:18][O:19][C:20]1[CH:25]=[CH:24][C:23]([CH2:26]Cl)=[CH:22][CH:21]=1. Given the product [Cl:1][C:2]1[CH:7]=[CH:6][N:5]=[C:4]2[N:8]([CH2:26][C:23]3[CH:24]=[CH:25][C:20]([O:19][CH3:18])=[CH:21][CH:22]=3)[N:9]=[C:10]([I:11])[C:3]=12, predict the reactants needed to synthesize it. (4) Given the product [Cl:1][C:2]1[CH:3]=[C:4]([N+:15]([O-:17])=[O:16])[C:5]([N:9]2[CH2:14][CH2:13][CH2:12][CH2:11][CH2:10]2)=[CH:6][C:7]=1[N:22]1[CH2:23][CH2:24][N:19]([CH3:18])[CH2:20][CH2:21]1, predict the reactants needed to synthesize it. The reactants are: [Cl:1][C:2]1[C:7](Cl)=[CH:6][C:5]([N:9]2[CH2:14][CH2:13][CH2:12][CH2:11][CH2:10]2)=[C:4]([N+:15]([O-:17])=[O:16])[CH:3]=1.[CH3:18][N:19]1[CH2:24][CH2:23][NH:22][CH2:21][CH2:20]1. (5) Given the product [N:31]1[CH:32]=[CH:33][CH:34]=[C:29]([N:28]2[C:3](=[O:42])[C:4]3[C:5](=[C:6]([CH2:10][O:11][C:12]4[CH:13]=[CH:14][C:15]([C:18]5[CH:23]=[C:22]([F:24])[C:21]([F:25])=[CH:20][C:19]=5[F:26])=[CH:16][CH:17]=4)[CH:7]=[CH:8][CH:9]=3)[NH:27]2)[CH:30]=1.[ClH:43].[N:31]1[CH:32]=[CH:33][CH:34]=[C:29]([N:28]2[C:3](=[O:42])[C:4]3[C:5](=[C:6]([CH2:10][O:11][C:12]4[CH:13]=[CH:14][C:15]([C:18]5[CH:23]=[C:22]([F:24])[C:21]([F:25])=[CH:20][C:19]=5[F:26])=[CH:16][CH:17]=4)[CH:7]=[CH:8][CH:9]=3)[NH:27]2)[CH:30]=1, predict the reactants needed to synthesize it. The reactants are: CO[C:3](=[O:42])[C:4]1[CH:9]=[CH:8][CH:7]=[C:6]([CH2:10][O:11][C:12]2[CH:17]=[CH:16][C:15]([C:18]3[CH:23]=[C:22]([F:24])[C:21]([F:25])=[CH:20][C:19]=3[F:26])=[CH:14][CH:13]=2)[C:5]=1[NH:27][N:28](C(OC(C)(C)C)=O)[C:29]1[CH:30]=[N:31][CH:32]=[CH:33][CH:34]=1.[ClH:43]. (6) Given the product [CH2:17]([O:16][C:2]1[CH:3]=[C:4]([O:22][CH2:20][CH3:21])[C:5]2[N:6]([C:8]([NH2:11])=[N:9][N:10]=2)[N:7]=1)[CH3:18], predict the reactants needed to synthesize it. The reactants are: Cl[C:2]1[CH:3]=[C:4](S(C)(=O)=O)[C:5]2[N:6]([C:8]([NH2:11])=[N:9][N:10]=2)[N:7]=1.[O-:16][CH2:17][CH3:18].[Na+].[CH2:20]([OH:22])[CH3:21].